This data is from Peptide-MHC class II binding affinity with 134,281 pairs from IEDB. The task is: Regression. Given a peptide amino acid sequence and an MHC pseudo amino acid sequence, predict their binding affinity value. This is MHC class II binding data. (1) The peptide sequence is YDKFLANVSTVLTGD. The MHC is DRB1_0405 with pseudo-sequence DRB1_0405. The binding affinity (normalized) is 0.608. (2) The peptide sequence is LARALVRAVAESHGV. The MHC is HLA-DPA10201-DPB10501 with pseudo-sequence HLA-DPA10201-DPB10501. The binding affinity (normalized) is 0.182. (3) The peptide sequence is QMATTLPVQRHPRSL. The MHC is HLA-DQA10401-DQB10402 with pseudo-sequence HLA-DQA10401-DQB10402. The binding affinity (normalized) is 0.239. (4) The peptide sequence is MKNIFMLTLFILIIT. The MHC is DRB1_0901 with pseudo-sequence DRB1_0901. The binding affinity (normalized) is 0.243.